Dataset: Forward reaction prediction with 1.9M reactions from USPTO patents (1976-2016). Task: Predict the product of the given reaction. (1) Given the reactants [CH2:1]([N:5]1[CH2:10][CH2:9][C:8](=[C:11]([C:25]2[CH:30]=[CH:29][CH:28]=[CH:27][C:26]=2[NH:31][CH2:32][CH3:33])[C:12]2[CH:24]=[CH:23][C:15]([C:16]([N:18]([CH2:21][CH3:22])[CH2:19][CH3:20])=[O:17])=[CH:14][CH:13]=2)[CH2:7][CH2:6]1)[CH2:2][CH2:3][CH3:4].NC1C=CC=CC=1C(=C1CCN(CC2C=NC=CC=2)CC1)C1C=CC([C:46]([N:48](CC)[CH2:49]C)=O)=CC=1.[BH-](OC(C)=O)(OC(C)=O)OC(C)=O.[Na+], predict the reaction product. The product is: [CH2:21]([N:18]([CH2:19][CH3:20])[C:16](=[O:17])[C:15]1[CH:23]=[CH:24][C:12]([C:11]([C:25]2[CH:30]=[CH:29][CH:28]=[CH:27][C:26]=2[NH:31][CH2:32][CH3:33])=[C:8]2[CH2:9][CH2:10][N:5]([CH2:1][C:2]3[CH:46]=[N:48][CH:49]=[CH:4][CH:3]=3)[CH2:6][CH2:7]2)=[CH:13][CH:14]=1)[CH3:22]. (2) Given the reactants [CH3:1][C@@H:2]1[CH2:7][NH:6][CH2:5][C@H:4]([CH3:8])[NH:3]1.[Cl:9][C:10]1[C:17]([N+:18]([O-:20])=[O:19])=[CH:16][CH:15]=[CH:14][C:11]=1[CH:12]=O.C(O[BH-](OC(=O)C)OC(=O)C)(=O)C.[Na+], predict the reaction product. The product is: [Cl:9][C:10]1[C:17]([N+:18]([O-:20])=[O:19])=[CH:16][CH:15]=[CH:14][C:11]=1[CH2:12][N:6]1[CH2:5][C@H:4]([CH3:8])[NH:3][C@H:2]([CH3:1])[CH2:7]1. (3) Given the reactants Br[CH2:2][CH2:3][F:4].[OH:5][C:6]1[CH:7]=[C:8]([CH:11]=[CH:12][CH:13]=1)[CH:9]=[O:10].C([O-])([O-])=O.[K+].[K+], predict the reaction product. The product is: [F:4][CH2:3][CH2:2][O:5][C:6]1[CH:7]=[C:8]([CH:11]=[CH:12][CH:13]=1)[CH:9]=[O:10]. (4) Given the reactants [CH:1]([O:4][C:5]([C:7]1[CH:8]([C:35]2[CH:40]=[CH:39][CH:38]=[C:37]([N+:41]([O-:43])=[O:42])[CH:36]=2)[C:9]([C:15]([O:17][CH:18]2[CH2:21][N:20]([CH:22]([C:29]3[CH:34]=[CH:33][CH:32]=[CH:31][CH:30]=3)[C:23]3[CH:28]=[CH:27][CH:26]=[CH:25][CH:24]=3)[CH2:19]2)=[O:16])=[C:10]([NH2:14])[NH:11][C:12]=1[CH3:13])=[O:6])([CH3:3])[CH3:2].O.[C:45]1([CH3:55])[CH:50]=[CH:49][C:48]([S:51]([OH:54])(=[O:53])=[O:52])=[CH:47][CH:46]=1, predict the reaction product. The product is: [C:45]1([CH3:55])[CH:46]=[CH:47][C:48]([S:51]([OH:54])(=[O:52])=[O:53])=[CH:49][CH:50]=1.[C:45]1([CH3:55])[CH:46]=[CH:47][C:48]([S:51]([OH:54])(=[O:52])=[O:53])=[CH:49][CH:50]=1.[CH:1]([O:4][C:5]([C:7]1[CH:8]([C:35]2[CH:40]=[CH:39][CH:38]=[C:37]([N+:41]([O-:43])=[O:42])[CH:36]=2)[C:9]([C:15]([O:17][CH:18]2[CH2:19][N:20]([CH:22]([C:29]3[CH:34]=[CH:33][CH:32]=[CH:31][CH:30]=3)[C:23]3[CH:28]=[CH:27][CH:26]=[CH:25][CH:24]=3)[CH2:21]2)=[O:16])=[C:10]([NH2:14])[NH:11][C:12]=1[CH3:13])=[O:6])([CH3:3])[CH3:2]. (5) The product is: [C:16]([O:20][C:21]([N:4]1[CH2:3][C@@H:2]([CH3:1])[N:14]2[C:6](=[CH:7][C:8]3[C:13]2=[N:12][CH:11]=[C:10]([CH3:15])[CH:9]=3)[CH2:5]1)=[O:22])([CH3:19])([CH3:18])[CH3:17]. Given the reactants [CH3:1][C@H:2]1[N:14]2[C:6](=[CH:7][C:8]3[C:13]2=[N:12][CH:11]=[C:10]([CH3:15])[CH:9]=3)[CH2:5][NH:4][CH2:3]1.[C:16]([O:20][C:21](O[C:21]([O:20][C:16]([CH3:19])([CH3:18])[CH3:17])=[O:22])=[O:22])([CH3:19])([CH3:18])[CH3:17], predict the reaction product. (6) Given the reactants [CH3:1][O:2][C:3]([C:5]1[C:14]2[O:13][CH:12]=[C:11]([C:15]3[CH:16]=[N:17][CH:18]=[C:19]([O:21]CC4C=CC=CC=4)[CH:20]=3)[O:10][C:9]=2[CH:8]=[CH:7][CH:6]=1)=[O:4].[H][H], predict the reaction product. The product is: [CH3:1][O:2][C:3]([C:5]1[C:14]2[O:13][CH2:12][CH:11]([C:15]3[CH:16]=[N:17][CH:18]=[C:19]([OH:21])[CH:20]=3)[O:10][C:9]=2[CH:8]=[CH:7][CH:6]=1)=[O:4].